Task: Predict the product of the given reaction.. Dataset: Forward reaction prediction with 1.9M reactions from USPTO patents (1976-2016) Given the reactants C(OC([N:8]([C:16]1[CH2:22][C:21]([C:23](=[O:32])[N:24]([CH2:28][C:29]([NH2:31])=[O:30])[CH2:25][CH2:26][CH3:27])=[CH:20][C:19]2[CH:33]=[C:34]([C:37]3[CH:42]=[CH:41][C:40]([C:43]([N:45]4[CH2:49][CH2:48][CH2:47][CH2:46]4)=[O:44])=[CH:39][C:38]=3[Cl:50])[CH:35]=[CH:36][C:18]=2[N:17]=1)C(OC(C)(C)C)=O)=O)(C)(C)C.C(O)(C(F)(F)F)=O, predict the reaction product. The product is: [NH2:8][C:16]1[CH2:22][C:21]([C:23]([N:24]([CH2:28][C:29]([NH2:31])=[O:30])[CH2:25][CH2:26][CH3:27])=[O:32])=[CH:20][C:19]2[CH:33]=[C:34]([C:37]3[CH:42]=[CH:41][C:40]([C:43]([N:45]4[CH2:49][CH2:48][CH2:47][CH2:46]4)=[O:44])=[CH:39][C:38]=3[Cl:50])[CH:35]=[CH:36][C:18]=2[N:17]=1.